This data is from Full USPTO retrosynthesis dataset with 1.9M reactions from patents (1976-2016). The task is: Predict the reactants needed to synthesize the given product. (1) Given the product [CH:14]([CH:10]1[CH2:11][CH2:12][CH2:13][NH:8][CH:9]1[C:17]([NH:30][C:29]1[CH:28]=[CH:27][C:26]([C:23]2[CH:22]=[CH:21][N:20]=[CH:25][CH:24]=2)=[CH:32][CH:31]=1)=[O:19])([CH3:15])[CH3:16], predict the reactants needed to synthesize it. The reactants are: C(OC([N:8]1[CH2:13][CH2:12][CH2:11][CH:10]([CH:14]([CH3:16])[CH3:15])[CH:9]1[C:17]([OH:19])=O)=O)(C)(C)C.[N:20]1[CH:25]=[CH:24][C:23]([C:26]2[CH:32]=[CH:31][C:29]([NH2:30])=[CH:28][CH:27]=2)=[CH:22][CH:21]=1. (2) Given the product [N:20]1[C:21]2[C:16](=[CH:15][CH:14]=[CH:13][C:12]=2[NH:11][S:8]([C:3]2[CH:4]=[CH:5][CH:6]=[CH:7][C:2]=2[NH:1][C:31](=[O:33])[CH3:32])(=[O:10])=[O:9])[CH:17]=[CH:18][CH:19]=1, predict the reactants needed to synthesize it. The reactants are: [NH2:1][C:2]1[CH:7]=[CH:6][CH:5]=[CH:4][C:3]=1[S:8]([NH:11][C:12]1[CH:13]=[CH:14][CH:15]=[C:16]2[C:21]=1[N:20]=[CH:19][CH:18]=[CH:17]2)(=[O:10])=[O:9].CCN(C(C)C)C(C)C.[C:31](OC(=O)C)(=[O:33])[CH3:32]. (3) Given the product [CH3:15][N:16]1[C:20]([C:2]2[CH:12]=[CH:11][CH:10]=[C:9]([O:13][CH3:14])[C:3]=2[C:4]([O:6][CH2:7][CH3:8])=[O:5])=[C:19]([CH3:30])[CH:18]=[N:17]1, predict the reactants needed to synthesize it. The reactants are: Br[C:2]1[CH:12]=[CH:11][CH:10]=[C:9]([O:13][CH3:14])[C:3]=1[C:4]([O:6][CH2:7][CH3:8])=[O:5].[CH3:15][N:16]1[C:20](B2OC(C)(C)C(C)(C)O2)=[C:19]([CH3:30])[CH:18]=[N:17]1.C([O-])([O-])=O.[Na+].[Na+].